From a dataset of Full USPTO retrosynthesis dataset with 1.9M reactions from patents (1976-2016). Predict the reactants needed to synthesize the given product. The reactants are: C(#N)C.[ClH:4].[NH2:5][C:6]1[C:11]([C:12]2[CH:17]=[CH:16][C:15]([NH:18][C:19]([C:21]3[C:26](=[O:27])[C:25]([C:28]4[CH:33]=[CH:32][C:31]([F:34])=[CH:30][CH:29]=4)=[CH:24][N:23]([CH2:35][C:36]([F:39])([F:38])[F:37])[CH:22]=3)=[O:20])=[CH:14][CH:13]=2)=[CH:10][C:9]([C:40]2[CH:45]=[CH:44][C:43]([O:46][CH3:47])=[C:42]([O:48][CH3:49])[CH:41]=2)=[CH:8][N:7]=1. Given the product [ClH:4].[NH2:5][C:6]1[C:11]([C:12]2[CH:13]=[CH:14][C:15]([NH:18][C:19]([C:21]3[C:26](=[O:27])[C:25]([C:28]4[CH:29]=[CH:30][C:31]([F:34])=[CH:32][CH:33]=4)=[CH:24][N:23]([CH2:35][C:36]([F:37])([F:38])[F:39])[CH:22]=3)=[O:20])=[CH:16][CH:17]=2)=[CH:10][C:9]([C:40]2[CH:45]=[CH:44][C:43]([O:46][CH3:47])=[C:42]([O:48][CH3:49])[CH:41]=2)=[CH:8][N:7]=1, predict the reactants needed to synthesize it.